Dataset: NCI-60 drug combinations with 297,098 pairs across 59 cell lines. Task: Regression. Given two drug SMILES strings and cell line genomic features, predict the synergy score measuring deviation from expected non-interaction effect. (1) Drug 1: C1C(C(OC1N2C=C(C(=O)NC2=O)F)CO)O. Cell line: A498. Drug 2: CCC1(C2=C(COC1=O)C(=O)N3CC4=CC5=C(C=CC(=C5CN(C)C)O)N=C4C3=C2)O.Cl. Synergy scores: CSS=21.4, Synergy_ZIP=-6.69, Synergy_Bliss=-3.01, Synergy_Loewe=-5.84, Synergy_HSA=-2.21. (2) Drug 1: C1=CN(C(=O)N=C1N)C2C(C(C(O2)CO)O)O.Cl. Drug 2: CNC(=O)C1=NC=CC(=C1)OC2=CC=C(C=C2)NC(=O)NC3=CC(=C(C=C3)Cl)C(F)(F)F. Cell line: RPMI-8226. Synergy scores: CSS=12.6, Synergy_ZIP=-1.23, Synergy_Bliss=-0.867, Synergy_Loewe=-15.8, Synergy_HSA=-4.21. (3) Drug 1: CC12CCC3C(C1CCC2=O)CC(=C)C4=CC(=O)C=CC34C. Drug 2: C1C(C(OC1N2C=NC(=NC2=O)N)CO)O. Cell line: MCF7. Synergy scores: CSS=26.5, Synergy_ZIP=-3.45, Synergy_Bliss=-1.60, Synergy_Loewe=-0.328, Synergy_HSA=0.118. (4) Drug 1: C1C(C(OC1N2C=C(C(=O)NC2=O)F)CO)O. Drug 2: CC1CCC2CC(C(=CC=CC=CC(CC(C(=O)C(C(C(=CC(C(=O)CC(OC(=O)C3CCCCN3C(=O)C(=O)C1(O2)O)C(C)CC4CCC(C(C4)OC)O)C)C)O)OC)C)C)C)OC. Cell line: CAKI-1. Synergy scores: CSS=12.3, Synergy_ZIP=-3.64, Synergy_Bliss=-2.14, Synergy_Loewe=-16.3, Synergy_HSA=-9.27. (5) Drug 1: CN(C)C1=NC(=NC(=N1)N(C)C)N(C)C. Drug 2: CS(=O)(=O)CCNCC1=CC=C(O1)C2=CC3=C(C=C2)N=CN=C3NC4=CC(=C(C=C4)OCC5=CC(=CC=C5)F)Cl. Cell line: NCI-H322M. Synergy scores: CSS=25.9, Synergy_ZIP=-2.00, Synergy_Bliss=0.924, Synergy_Loewe=-37.5, Synergy_HSA=-1.01. (6) Drug 1: CS(=O)(=O)C1=CC(=C(C=C1)C(=O)NC2=CC(=C(C=C2)Cl)C3=CC=CC=N3)Cl. Drug 2: C1CCC(CC1)NC(=O)N(CCCl)N=O. Cell line: MCF7. Synergy scores: CSS=12.6, Synergy_ZIP=-0.797, Synergy_Bliss=6.21, Synergy_Loewe=1.56, Synergy_HSA=5.67.